Predict which catalyst facilitates the given reaction. From a dataset of Catalyst prediction with 721,799 reactions and 888 catalyst types from USPTO. (1) Reactant: [CH3:1][C:2]12[C:10]([CH3:12])([CH3:11])[CH:6]([NH:7][CH2:8][CH2:9]1)[CH2:5][C:4]1[CH:13]=[C:14]([OH:17])[CH:15]=[CH:16][C:3]2=1. Product: [CH3:1][C:2]12[C:10]([CH3:11])([CH3:12])[CH:6]([NH:7][CH2:8][CH2:9]1)[CH2:5][C:4]1[CH:3]=[CH:16][CH:15]=[C:14]([OH:17])[C:13]2=1.[CH3:12][C:10]1([CH3:11])[CH2:6][NH:7][CH:8]2[CH2:5][C:4]3[CH:13]=[C:14]([OH:17])[CH:15]=[CH:16][C:3]=3[CH:9]2[CH:2]1[CH3:1]. The catalyst class is: 21. (2) Reactant: [O:1]=[C:2]1[NH:10]/[C:9](=[N:11]\[NH:12][C:13](=O)[CH2:14][CH2:15][CH2:16][N:17]2[CH:21]=[C:20]([C:22]3[CH:27]=[CH:26][CH:25]=[CH:24][CH:23]=3)[CH:19]=[N:18]2)/[N:8]([CH2:29][CH2:30][CH2:31][CH2:32][CH3:33])[C:7]2[N:6]=[CH:5][NH:4][C:3]1=2. Product: [CH2:29]([N:8]1[C:7]2[N:6]=[CH:5][NH:4][C:3]=2[C:2](=[O:1])[N:10]2[C:13]([CH2:14][CH2:15][CH2:16][N:17]3[CH:21]=[C:20]([C:22]4[CH:27]=[CH:26][CH:25]=[CH:24][CH:23]=4)[CH:19]=[N:18]3)=[N:12][N:11]=[C:9]12)[CH2:30][CH2:31][CH2:32][CH3:33]. The catalyst class is: 11.